Dataset: Forward reaction prediction with 1.9M reactions from USPTO patents (1976-2016). Task: Predict the product of the given reaction. (1) The product is: [C:30]([CH2:29][O:27][C:4]1[CH:3]=[C:2]([F:1])[CH:7]=[CH:6][C:5]=1[C:8]1[CH:13]=[CH:12][C:11]([N:14]2[CH:18]=[C:17]([NH:19][C:20]([NH2:22])=[O:21])[C:16]([C:23]([NH2:25])=[O:24])=[N:15]2)=[CH:10][C:9]=1[CH3:26])(=[O:31])[NH2:32]. Given the reactants [F:1][C:2]1[CH:7]=[CH:6][C:5]([C:8]2[CH:13]=[CH:12][C:11]([N:14]3[CH:18]=[C:17]([NH:19][C:20]([NH2:22])=[O:21])[C:16]([C:23]([NH2:25])=[O:24])=[N:15]3)=[CH:10][C:9]=2[CH3:26])=[C:4]([OH:27])[CH:3]=1.Br[CH2:29][C:30]([NH2:32])=[O:31].C(=O)([O-])[O-].[K+].[K+], predict the reaction product. (2) Given the reactants [NH2:1][C:2]1[CH:3]=[C:4]([CH:7]=[CH:8][C:9]=1[NH:10][CH2:11][CH2:12][CH2:13][C:14]([F:17])([F:16])[F:15])[C:5]#[N:6].C(N(CC)CC)C.[C:25]([O:28][CH2:29][C:30](Cl)=O)(=[O:27])[CH3:26], predict the reaction product. The product is: [C:25]([O:28][CH2:29][C:30]1[N:10]([CH2:11][CH2:12][CH2:13][C:14]([F:15])([F:16])[F:17])[C:9]2[CH:8]=[CH:7][C:4]([C:5]#[N:6])=[CH:3][C:2]=2[N:1]=1)(=[O:27])[CH3:26]. (3) Given the reactants [F:1][CH:2]([F:12])[C:3]1[CH:4]=[C:5]([C:9](=O)[CH3:10])[CH:6]=[CH:7][CH:8]=1.[CH3:13][C:14]([S@:17]([NH2:19])=[O:18])([CH3:16])[CH3:15], predict the reaction product. The product is: [F:1][CH:2]([F:12])[C:3]1[CH:4]=[C:5]([CH:9]([NH:19][S@@:17]([C:14]([CH3:16])([CH3:15])[CH3:13])=[O:18])[CH3:10])[CH:6]=[CH:7][CH:8]=1. (4) Given the reactants [N+:1]([C:4]1[CH:17]=[CH:16][C:7]([C:8]([NH:10][C:11]2[S:12][CH:13]=[CH:14][N:15]=2)=[O:9])=[CH:6][C:5]=1[F:18])([O-])=O.C(O)(=O)C, predict the reaction product. The product is: [NH2:1][C:4]1[CH:17]=[CH:16][C:7]([C:8]([NH:10][C:11]2[S:12][CH:13]=[CH:14][N:15]=2)=[O:9])=[CH:6][C:5]=1[F:18]. (5) The product is: [CH3:22][N:23]1[CH2:28][CH2:27][N:26]([CH:29]2[CH2:34][CH2:33][N:32]([C:2]3[N:7]=[CH:6][C:5]([N+:8]([O-:10])=[O:9])=[CH:4][N:3]=3)[CH2:31][CH2:30]2)[CH2:25][CH2:24]1. Given the reactants Cl[C:2]1[N:7]=[CH:6][C:5]([N+:8]([O-:10])=[O:9])=[CH:4][N:3]=1.C(=O)([O-])[O-].[K+].[K+].CN(C)C=O.[CH3:22][N:23]1[CH2:28][CH2:27][N:26]([CH:29]2[CH2:34][CH2:33][NH:32][CH2:31][CH2:30]2)[CH2:25][CH2:24]1, predict the reaction product. (6) Given the reactants [F:1][C:2]1[CH:34]=[CH:33][C:5]([O:6][C:7]2[CH:12]=[CH:11][C:10]([C:13]3[N:18]=[C:17]([C:19]([O:21]C(C)(C)C)=[O:20])[CH:16]=[C:15]([NH:26][C@@H:27]([CH3:32])[C:28]([O:30][CH3:31])=[O:29])[N:14]=3)=[CH:9][CH:8]=2)=[CH:4][CH:3]=1.[C:35]([OH:41])([C:37]([F:40])([F:39])[F:38])=[O:36], predict the reaction product. The product is: [F:1][C:2]1[CH:3]=[CH:4][C:5]([O:6][C:7]2[CH:8]=[CH:9][C:10]([C:13]3[N:18]=[C:17]([C:19]([OH:21])=[O:20])[CH:16]=[C:15]([NH:26][C@@H:27]([CH3:32])[C:28]([O:30][CH3:31])=[O:29])[N:14]=3)=[CH:11][CH:12]=2)=[CH:33][CH:34]=1.[F:38][C:37]([F:40])([F:39])[C:35]([OH:41])=[O:36].[F:1][C:2]1[CH:3]=[CH:4][C:5]([O:6][C:7]2[CH:8]=[CH:9][C:10]([C:13]3[N:18]=[C:17]([C:19]([OH:21])=[O:20])[CH:16]=[C:15]([NH:26][C@@H:27]([CH3:32])[C:28]([O:30][CH3:31])=[O:29])[N:14]=3)=[CH:11][CH:12]=2)=[CH:33][CH:34]=1. (7) The product is: [F:15][C:12]([F:13])([F:14])[C:9]1[N:10]=[CH:11][C:6]2[CH2:5][CH2:4][NH:3][C:2](=[O:1])[C:7]=2[N:8]=1. Given the reactants [O:1]=[C:2]1[C:7]2[N:8]=[C:9]([C:12]([F:15])([F:14])[F:13])[N:10]=[CH:11][C:6]=2[CH2:5][CH2:4][N:3]1C(OC(C)(C)C)=O.Cl, predict the reaction product. (8) Given the reactants [CH3:1][N:2]([CH3:9])[C:3]([NH:5][C:6](=[NH:8])[NH2:7])=[NH:4].[NH2:10][C@H:11]([C:17]([OH:19])=[O:18])[CH2:12][CH2:13][C:14]([OH:16])=[O:15], predict the reaction product. The product is: [NH2:10][C@@H:11]([CH2:12][CH2:13][C:14]([O-:16])=[O:15])[C:17]([O-:19])=[O:18].[CH3:1][N:2]([C:3]([NH:5][C:6](=[NH:7])[NH3+:8])=[NH:4])[CH3:9].[CH3:1][N:2]([C:3]([NH:5][C:6](=[NH:7])[NH3+:8])=[NH:4])[CH3:9]. (9) The product is: [CH3:19][C:18]1[CH:17]=[CH:16][N:15]=[CH:14][C:13]=1[N:10]1[CH2:11][CH2:12][N:8]([C:6]2[CH:5]=[CH:4][N:3]=[C:2]([N:21]3[CH2:25][CH2:24][CH2:23][CH2:22]3)[CH:7]=2)[C:9]1=[O:20]. Given the reactants Cl[C:2]1[CH:7]=[C:6]([N:8]2[CH2:12][CH2:11][N:10]([C:13]3[CH:14]=[N:15][CH:16]=[CH:17][C:18]=3[CH3:19])[C:9]2=[O:20])[CH:5]=[CH:4][N:3]=1.[NH:21]1[CH2:25][CH2:24][CH2:23][CH2:22]1.C1(C(C2C=CC=CC=2)(P)CC)C=CC=CC=1.CC(C)([O-])C.[K+], predict the reaction product.